From a dataset of Forward reaction prediction with 1.9M reactions from USPTO patents (1976-2016). Predict the product of the given reaction. (1) Given the reactants F[C:2]1[CH:8]=[CH:7][C:5]([NH2:6])=[CH:4][CH:3]=1.C[Al](C)C.[CH3:13][S:14]([C:17]1[CH:24]=[CH:23][C:20]([C:21]#[N:22])=[CH:19][CH:18]=1)(=[O:16])=[O:15].C(Cl)[Cl:26], predict the reaction product. The product is: [CH3:13][S:14]([C:17]1[CH:24]=[CH:23][C:20]([C:21](=[NH:22])[NH:6][C:5]2[CH:7]=[CH:8][C:2]([Cl:26])=[CH:3][CH:4]=2)=[CH:19][CH:18]=1)(=[O:15])=[O:16]. (2) Given the reactants [C:1]([O:4][CH2:5][CH2:6]Br)(=[O:3])[CH3:2].C(=O)([O-])[O-].[K+].[K+].[C:14]([C:17]1[CH:18](C2C=CC(C#N)=CC=2)[NH:19][C:20](=[S:34])[N:21]([C:24]2[CH:29]=[CH:28][CH:27]=[C:26]([C:30]([F:33])([F:32])[F:31])[CH:25]=2)[C:22]=1[CH3:23])(=[O:16])[CH3:15].C[N:44]([CH:46]=O)C, predict the reaction product. The product is: [C:14]([C:17]1[CH2:18][N:19]=[C:20]([SH:34]([C:24]2[CH:29]=[CH:28][C:27]([C:46]#[N:44])=[CH:26][CH:25]=2)[CH2:6][CH2:5][O:4][C:1](=[O:3])[CH3:2])[N:21]([C:24]2[CH:29]=[CH:28][CH:27]=[C:26]([C:30]([F:32])([F:33])[F:31])[CH:25]=2)[C:22]=1[CH3:23])(=[O:16])[CH3:15]. (3) Given the reactants [C:1]([OH:11])(=[O:10])[CH:2]([C:4]1[CH:9]=[CH:8][CH:7]=[CH:6][CH:5]=1)[OH:3].Br[CH:13]([CH3:17])[C:14](Br)=[O:15], predict the reaction product. The product is: [CH3:17][CH:13]1[C:14](=[O:15])[O:3][CH:2]([C:4]2[CH:9]=[CH:8][CH:7]=[CH:6][CH:5]=2)[C:1](=[O:11])[O:10]1. (4) Given the reactants [F:1][C:2]1[CH:11]=[C:10]([OH:12])[CH:9]=[CH:8][C:3]=1[C:4]([O:6][CH3:7])=[O:5].C(=O)([O-])[O-].[K+].[K+].I[CH:20]([CH3:22])[CH3:21], predict the reaction product. The product is: [F:1][C:2]1[CH:11]=[C:10]([O:12][CH:20]([CH3:22])[CH3:21])[CH:9]=[CH:8][C:3]=1[C:4]([O:6][CH3:7])=[O:5].